Dataset: Forward reaction prediction with 1.9M reactions from USPTO patents (1976-2016). Task: Predict the product of the given reaction. Given the reactants [CH:1]1[C:6](/[CH:7]=[CH:8]/[C:9]2[CH:14]=[C:13]([O:15][C@@H:16]3[O:21][C@H:20]([CH2:22][OH:23])[C@@H:19]([OH:24])[C@H:18]([OH:25])[C@H:17]3[OH:26])[CH:12]=[C:11]([OH:27])[CH:10]=2)=[CH:5][CH:4]=[C:3]([OH:28])[CH:2]=1.[C:29]([O:34]C=C)(=[O:33])[CH2:30][CH2:31][CH3:32].C1C(CCCCC(N)=O)SSC1, predict the reaction product. The product is: [CH:5]1[C:6](/[CH:7]=[CH:8]/[C:9]2[CH:14]=[C:13]([O:15][C@@H:16]3[O:21][C@H:20]([CH2:22][OH:23])[C@@H:19]([OH:24])[C@H:18]([OH:25])[C@H:17]3[OH:26])[CH:12]=[C:11]([OH:27])[CH:10]=2)=[CH:1][CH:2]=[C:3]([OH:28])[CH:4]=1.[C:29]([O-:34])(=[O:33])[CH2:30][CH2:31][CH3:32].